From a dataset of Forward reaction prediction with 1.9M reactions from USPTO patents (1976-2016). Predict the product of the given reaction. (1) Given the reactants C(=O)([O-])[O-].[K+].[K+].[CH3:7][N:8]([CH3:13])[CH2:9][CH2:10][NH:11][CH3:12].Br[C:15]1[CH:20]=[CH:19][C:18]([N+:21]([O-:23])=[O:22])=[CH:17][N:16]=1, predict the reaction product. The product is: [CH3:7][N:8]([CH3:13])[CH2:9][CH2:10][N:11]([CH3:12])[C:15]1[CH:20]=[CH:19][C:18]([N+:21]([O-:23])=[O:22])=[CH:17][N:16]=1. (2) Given the reactants [Mg].[Cl:2][C:3]1[CH:10]=[CH:9][C:6]([CH2:7]Cl)=[CH:5][CH:4]=1.[Cl:11][C:12]1[CH:19]=[C:18]([Cl:20])[CH:17]=[CH:16][C:13]=1[CH:14]=[O:15].[NH4+].[Cl-].Cl, predict the reaction product. The product is: [Cl:2][C:3]1[CH:10]=[CH:9][C:6]([CH2:7][CH:14]([C:13]2[CH:16]=[CH:17][C:18]([Cl:20])=[CH:19][C:12]=2[Cl:11])[OH:15])=[CH:5][CH:4]=1. (3) Given the reactants C([O:3][C:4](=[O:30])[CH2:5][O:6][CH2:7][CH:8]1[N:13]([S:14]([C:17]2[C:22]([CH3:23])=[CH:21][C:20]([O:24][CH3:25])=[CH:19][C:18]=2[CH3:26])(=[O:16])=[O:15])[CH2:12][CH2:11][N:10]2[CH:27]=[CH:28][CH:29]=[C:9]12)C.O.[OH-].[K+], predict the reaction product. The product is: [CH3:25][O:24][C:20]1[CH:21]=[C:22]([CH3:23])[C:17]([S:14]([N:13]2[CH2:12][CH2:11][N:10]3[CH:27]=[CH:28][CH:29]=[C:9]3[CH:8]2[CH2:7][O:6][CH2:5][C:4]([OH:30])=[O:3])(=[O:16])=[O:15])=[C:18]([CH3:26])[CH:19]=1.